Dataset: Full USPTO retrosynthesis dataset with 1.9M reactions from patents (1976-2016). Task: Predict the reactants needed to synthesize the given product. (1) The reactants are: C(N1CCN(C2C=C[C:13]([O:14][CH2:15][C:16]3[C:20]([C:21]4[CH:22]=[CH:23][CH:24]=[C:25]5[C:29]=4[N:28]([CH2:30]C4C=NC=CC=4)[C:27]([C:37]([O:39][CH2:40][CH3:41])=[O:38])=[C:26]5[CH2:42][CH2:43][CH2:44][O:45][C:46]4[CH:51]=[C:50]([CH3:52])[C:49]([Cl:53])=[C:48]([CH3:54])[CH:47]=4)=[C:19]([CH3:55])[N:18]([CH3:56])[N:17]=3)=CC=2)CC1)(=O)C.COS(OC)(=O)=O.Cl.ClCC1C=NC=CC=1. Given the product [Cl:53][C:49]1[C:50]([CH3:52])=[CH:51][C:46]([O:45][CH2:44][CH2:43][CH2:42][C:26]2[C:25]3[C:29](=[C:21]([C:20]4[C:16]([CH2:15][O:14][CH3:13])=[N:17][N:18]([CH3:56])[C:19]=4[CH3:55])[CH:22]=[CH:23][CH:24]=3)[N:28]([CH3:30])[C:27]=2[C:37]([O:39][CH2:40][CH3:41])=[O:38])=[CH:47][C:48]=1[CH3:54], predict the reactants needed to synthesize it. (2) Given the product [CH2:30]([N:27]1[CH2:28][CH2:29][CH:24]([N:21]2[C:9]3[N:10]=[C:11]([C:13]4[CH:14]=[C:15]([CH2:19][OH:20])[CH:16]=[CH:17][CH:18]=4)[N:12]=[C:7]([N:1]4[CH2:6][CH2:5][O:4][CH2:3][CH2:2]4)[C:8]=3[N:23]=[N:22]2)[CH2:25][CH2:26]1)[C:31]1[CH:36]=[CH:35][CH:34]=[CH:33][CH:32]=1, predict the reactants needed to synthesize it. The reactants are: [N:1]1([C:7]2[C:8]3[N:23]=[N:22][N:21]([CH:24]4[CH2:29][CH2:28][NH:27][CH2:26][CH2:25]4)[C:9]=3[N:10]=[C:11]([C:13]3[CH:14]=[C:15]([CH2:19][OH:20])[CH:16]=[CH:17][CH:18]=3)[N:12]=2)[CH2:6][CH2:5][O:4][CH2:3][CH2:2]1.[CH:30](=O)[C:31]1[CH:36]=[CH:35][CH:34]=[CH:33][CH:32]=1.[BH-](OC(C)=O)(OC(C)=O)OC(C)=O.[Na+].CC(O)=O. (3) Given the product [CH2:44]([NH:42][C:13]1[N:21]=[C:20]2[C:16]([N:17]=[C:18]([O:22][CH3:23])[N:19]2[CH2:32][CH2:33][CH2:34][CH2:35][CH:36]2[CH2:40][CH2:39][CH2:38][O:37]2)=[C:15]([NH2:24])[N:14]=1)[CH2:25][CH2:2][CH3:3], predict the reactants needed to synthesize it. The reactants are: F[C:2](F)(F)[C:3](O)=O.C(O[C:13]1[NH:14][C:15]([NH2:24])=[C:16]2[C:20]([N:21]=1)=[N:19][C:18]([O:22][CH3:23])=[N:17]2)CCC.[C:25](=O)([O-])[O-].[K+].[K+].Br[CH2:32][CH2:33][CH2:34][CH2:35][CH:36]1[CH2:40][CH2:39][CH2:38][O:37]1.C[N:42]([CH:44]=O)C. (4) Given the product [ClH:1].[ClH:1].[CH2:36]([O:43][C:44]1[CH:49]=[CH:48][C:47]([CH:50]([C:58]2([OH:64])[CH2:59][CH2:60][CH2:61][CH2:62][CH2:63]2)[CH2:51][N:52]2[CH2:57][CH2:56][N:55]([CH3:3])[CH2:54][CH2:53]2)=[CH:46][C:45]=1[F:65])[C:37]1[CH:42]=[CH:41][CH:40]=[CH:39][CH:38]=1, predict the reactants needed to synthesize it. The reactants are: [ClH:1].Cl.[CH2:3](OC1C=CC(C2(O)CCCCC2CCN2CCN(C)CC2)=CC=1F)C1C=CC=CC=1.Cl.Cl.[CH2:36]([O:43][C:44]1[CH:49]=[CH:48][C:47]([CH:50]([C:58]2([OH:64])[CH2:63][CH2:62][CH2:61][CH2:60][CH2:59]2)[CH2:51][N:52]2[CH2:57][CH2:56][NH:55][CH2:54][CH2:53]2)=[CH:46][C:45]=1[F:65])[C:37]1[CH:42]=[CH:41][CH:40]=[CH:39][CH:38]=1.